From a dataset of Peptide-MHC class I binding affinity with 185,985 pairs from IEDB/IMGT. Regression. Given a peptide amino acid sequence and an MHC pseudo amino acid sequence, predict their binding affinity value. This is MHC class I binding data. The peptide sequence is SAVTSLAAI. The MHC is H-2-Kb with pseudo-sequence H-2-Kb. The binding affinity (normalized) is 0.297.